The task is: Predict which catalyst facilitates the given reaction.. This data is from Catalyst prediction with 721,799 reactions and 888 catalyst types from USPTO. (1) Reactant: O.O.[Sn](Cl)[Cl:4].[CH3:6][O:7][C:8](=[O:32])[C@H:9]([CH2:28][CH2:29][S:30][CH3:31])[NH:10][C:11](=[O:27])[C:12]1[CH:17]=[CH:16][C:15]([N+:18]([O-])=O)=[CH:14][C:13]=1[C:21]1[CH:26]=[CH:25][CH:24]=[CH:23][CH:22]=1. Product: [ClH:4].[CH3:6][O:7][C:8](=[O:32])[C@H:9]([CH2:28][CH2:29][S:30][CH3:31])[NH:10][C:11](=[O:27])[C:12]1[CH:17]=[CH:16][C:15]([NH2:18])=[CH:14][C:13]=1[C:21]1[CH:22]=[CH:23][CH:24]=[CH:25][CH:26]=1. The catalyst class is: 13. (2) Reactant: [ClH:1].[CH2:2]([C@H:4]1[C@H:18]([NH:19]C(=O)OC(C)(C)C)[C:17](=[O:27])[N:16]2[CH2:28][C@H:29]([O:31][C:32]3[C:41]4[C:36](=[CH:37][CH:38]=[C:39]([F:42])[CH:40]=4)[C:35]([O:43][CH3:44])=[CH:34][N:33]=3)[CH2:30][C@H:15]2[C:14](=[O:45])[NH:13][C@:12]2([C:47](=[O:56])[NH:48][S:49]([C:52]3([CH3:55])[CH2:54][CH2:53]3)(=[O:51])=[O:50])[CH2:46][C@H:11]2[CH:10]=[CH:9][CH2:8][CH2:7][C@@H:6]([CH3:57])[CH2:5]1)[CH3:3]. Product: [ClH:1].[NH2:19][C@@H:18]1[C:17](=[O:27])[N:16]2[CH2:28][C@H:29]([O:31][C:32]3[C:41]4[C:36](=[CH:37][CH:38]=[C:39]([F:42])[CH:40]=4)[C:35]([O:43][CH3:44])=[CH:34][N:33]=3)[CH2:30][C@H:15]2[C:14](=[O:45])[NH:13][C@:12]2([C:47]([NH:48][S:49]([C:52]3([CH3:55])[CH2:53][CH2:54]3)(=[O:50])=[O:51])=[O:56])[CH2:46][C@H:11]2[CH:10]=[CH:9][CH2:8][CH2:7][C@@H:6]([CH3:57])[CH2:5][C@H:4]1[CH2:2][CH3:3]. The catalyst class is: 12. (3) Reactant: [F:1][C:2]1[CH:7]=[CH:6][C:5]([CH2:8][OH:9])=[CH:4][CH:3]=1.N1C=CN=C1.[C:15]([Si:19](Cl)([CH3:21])[CH3:20])([CH3:18])([CH3:17])[CH3:16]. Product: [C:15]([Si:19]([O:9][CH2:8][C:5]1[CH:6]=[CH:7][C:2]([F:1])=[CH:3][CH:4]=1)([CH3:21])[CH3:20])([CH3:18])([CH3:17])[CH3:16]. The catalyst class is: 3.